Predict the reactants needed to synthesize the given product. From a dataset of Full USPTO retrosynthesis dataset with 1.9M reactions from patents (1976-2016). (1) Given the product [NH2:14][C:3]([CH3:13])([C:2]([F:1])([F:24])[F:25])[CH2:4][NH:5][C:6](=[O:12])[O:7][C:8]([CH3:11])([CH3:9])[CH3:10], predict the reactants needed to synthesize it. The reactants are: [F:1][C:2]([F:25])([F:24])[C:3]([NH:14]C(C1C=CC=CC=1)CO)([CH3:13])[CH2:4][NH:5][C:6](=[O:12])[O:7][C:8]([CH3:11])([CH3:10])[CH3:9]. (2) The reactants are: [CH:1]1([C:4]2[N:9]=[C:8]([OH:10])[CH:7]=[C:6]([CH3:11])[N:5]=2)[CH2:3][CH2:2]1.[OH-].[K+].[Br:14]Br. Given the product [Br:14][C:7]1[C:8]([OH:10])=[N:9][C:4]([CH:1]2[CH2:3][CH2:2]2)=[N:5][C:6]=1[CH3:11], predict the reactants needed to synthesize it. (3) Given the product [C:1]([O:9][CH2:1][CH2:2][CH2:7][CH3:6])(=[O:8])[C:2]1[CH:7]=[CH:6][CH:5]=[N:4][CH:3]=1, predict the reactants needed to synthesize it. The reactants are: [C:1]([OH:9])(=[O:8])[C:2]1[CH:7]=[CH:6][CH:5]=[N:4][CH:3]=1. (4) Given the product [OH:1][CH:2]([CH2:6][O:7][S:24]([C:21]1[CH:22]=[CH:23][C:18]([CH3:28])=[CH:19][CH:20]=1)(=[O:26])=[O:25])[CH2:3][C:4]#[N:5], predict the reactants needed to synthesize it. The reactants are: [OH:1][CH:2]([CH2:6][OH:7])[CH2:3][C:4]#[N:5].C([Sn](=O)CCCC)CCC.[C:18]1([CH3:28])[CH:23]=[CH:22][C:21]([S:24](Cl)(=[O:26])=[O:25])=[CH:20][CH:19]=1.